From a dataset of Forward reaction prediction with 1.9M reactions from USPTO patents (1976-2016). Predict the product of the given reaction. Given the reactants [F:1][C:2]1[CH:7]=[C:6]([O:8][CH2:9][CH2:10][C@H:11]2[CH2:13][C@@H:12]2[CH:14]2[CH2:19][CH2:18][N:17]([C:20]3[N:25]=[CH:24][C:23]([CH2:26][O:27][CH3:28])=[CH:22][N:21]=3)[CH2:16][CH2:15]2)[CH:5]=[C:4]([F:29])[C:3]=1[CH2:30][C:31](O)=[O:32].CO, predict the reaction product. The product is: [F:29][C:4]1[CH:5]=[C:6]([O:8][CH2:9][CH2:10][C@H:11]2[CH2:13][C@@H:12]2[CH:14]2[CH2:15][CH2:16][N:17]([C:20]3[N:21]=[CH:22][C:23]([CH2:26][O:27][CH3:28])=[CH:24][N:25]=3)[CH2:18][CH2:19]2)[CH:7]=[C:2]([F:1])[C:3]=1[CH2:30][CH2:31][OH:32].